This data is from Choline transporter screen with 302,306 compounds. The task is: Binary Classification. Given a drug SMILES string, predict its activity (active/inactive) in a high-throughput screening assay against a specified biological target. (1) The molecule is Fc1ccc(N2CCN(CC2)C(=O)c2c(Oc3ccccc3)cccc2)cc1. The result is 0 (inactive). (2) The drug is S(=O)(=O)(CCC(OCC(=O)/C(=C(\N)C)C#N)=O)c1ccccc1. The result is 0 (inactive). (3) The compound is O=c1c(nn(c2ccccc2)cc1)C(=O)NC. The result is 0 (inactive).